Dataset: Forward reaction prediction with 1.9M reactions from USPTO patents (1976-2016). Task: Predict the product of the given reaction. (1) Given the reactants [Cl:1][C:2]1[CH:8]=[CH:7][C:5]([NH2:6])=[CH:4][C:3]=1[C:9]1[CH:14]=[CH:13][CH:12]=[CH:11][N:10]=1.[O:15]([C:17]1[CH:25]=[CH:24][C:20]([C:21](O)=[O:22])=[CH:19][CH:18]=1)[CH3:16], predict the reaction product. The product is: [Cl:1][C:2]1[CH:8]=[CH:7][C:5]([NH:6][C:21](=[O:22])[C:20]2[CH:24]=[CH:25][C:17]([O:15][CH3:16])=[CH:18][CH:19]=2)=[CH:4][C:3]=1[C:9]1[CH:14]=[CH:13][CH:12]=[CH:11][N:10]=1. (2) Given the reactants Cl[C:2]1[CH:7]=[CH:6][C:5]([I:8])=[CH:4][N:3]=1.[CH3:9][N:10]([CH3:14])[CH2:11][CH2:12][OH:13].[H-].[Na+].[Cl-].[NH4+], predict the reaction product. The product is: [I:8][C:5]1[CH:6]=[CH:7][C:2]([O:13][CH2:12][CH2:11][N:10]([CH3:14])[CH3:9])=[N:3][CH:4]=1. (3) Given the reactants [F:1][C:2]1[CH:7]=[CH:6][C:5]([NH:8][C:9]2[S:13][C:12]3=[N:14][CH:15]=[C:16](I)[N:11]3[N:10]=2)=[CH:4][CH:3]=1.[C:18]([NH:21][C:22]1[CH:27]=[CH:26][C:25](B(O)O)=[CH:24][CH:23]=1)(=[O:20])[CH3:19].C(=O)([O-])[O-].[Cs+].[Cs+].O, predict the reaction product. The product is: [F:1][C:2]1[CH:7]=[CH:6][C:5]([NH:8][C:9]2[S:13][C:12]3=[N:14][CH:15]=[C:16]([C:25]4[CH:26]=[CH:27][C:22]([NH:21][C:18](=[O:20])[CH3:19])=[CH:23][CH:24]=4)[N:11]3[N:10]=2)=[CH:4][CH:3]=1. (4) Given the reactants [N:1]1[CH:6]=[CH:5][CH:4]=[CH:3][C:2]=1[CH:7]([CH3:13])[C:8]([O:10][CH2:11][CH3:12])=[O:9].C1C=C(Cl)C=C(C(OO)=[O:22])C=1, predict the reaction product. The product is: [O-:22][N+:1]1[CH:6]=[CH:5][CH:4]=[CH:3][C:2]=1[CH:7]([CH3:13])[C:8]([O:10][CH2:11][CH3:12])=[O:9]. (5) The product is: [F:16][C:17]1[CH:22]=[C:21]([F:23])[CH:20]=[CH:19][C:18]=1[C@:24]12[CH2:33][O:32][C@@H:31]([CH:34]3[CH2:35][CH2:36][CH2:37][O:39]3)[CH2:30][C@H:29]1[CH2:28][S:27][C:26]([NH:40][C:41](=[O:48])[C:42]1[CH:47]=[CH:46][CH:45]=[CH:44][CH:43]=1)=[N:25]2. Given the reactants FC(F)(F)S(OS(C(F)(F)F)(=O)=O)(=O)=O.[F:16][C:17]1[CH:22]=[C:21]([F:23])[CH:20]=[CH:19][C:18]=1[C@:24]12[CH2:33][O:32][C@@H:31]([CH:34]([OH:39])[CH2:35][CH2:36][CH2:37]O)[CH2:30][C@H:29]1[CH2:28][S:27][C:26]([NH:40][C:41](=[O:48])[C:42]1[CH:47]=[CH:46][CH:45]=[CH:44][CH:43]=1)=[N:25]2.CC1C=CC=C(C)N=1, predict the reaction product. (6) Given the reactants Cl[CH2:2][C:3]1[N:4]=[C:5]2[S:12][CH:11]=[C:10]([CH3:13])[N:6]2[C:7](=[O:9])[CH:8]=1.ClCC1N(C)N=C(C)N=1.[Cl:23][C:24]1[C:25]([O:47][CH3:48])=[CH:26][C:27]([O:45][CH3:46])=[C:28]([CH2:30][CH2:31][C:32]2([CH:40]3[CH2:44][CH2:43][CH2:42][CH2:41]3)[O:37][C:36](=[O:38])[CH2:35][C:34](=[O:39])[CH2:33]2)[CH:29]=1, predict the reaction product. The product is: [Cl:23][C:24]1[C:25]([O:47][CH3:48])=[CH:26][C:27]([O:45][CH3:46])=[C:28]([CH2:30][CH2:31][C:32]2([CH:40]3[CH2:44][CH2:43][CH2:42][CH2:41]3)[O:37][C:36](=[O:38])[C:35]([CH2:2][C:3]3[N:4]=[C:5]4[S:12][CH:11]=[C:10]([CH3:13])[N:6]4[C:7](=[O:9])[CH:8]=3)=[C:34]([OH:39])[CH2:33]2)[CH:29]=1.